Dataset: NCI-60 drug combinations with 297,098 pairs across 59 cell lines. Task: Regression. Given two drug SMILES strings and cell line genomic features, predict the synergy score measuring deviation from expected non-interaction effect. Drug 2: CNC(=O)C1=NC=CC(=C1)OC2=CC=C(C=C2)NC(=O)NC3=CC(=C(C=C3)Cl)C(F)(F)F. Synergy scores: CSS=41.6, Synergy_ZIP=-1.12, Synergy_Bliss=-7.54, Synergy_Loewe=-4.31, Synergy_HSA=-4.82. Cell line: SR. Drug 1: CN(C)C1=NC(=NC(=N1)N(C)C)N(C)C.